This data is from Full USPTO retrosynthesis dataset with 1.9M reactions from patents (1976-2016). The task is: Predict the reactants needed to synthesize the given product. (1) The reactants are: O=C1C2C(=CC=CC=2)C(=O)[N:3]1[O:12][CH2:13][C:14]([O:16][C:17]([CH3:20])([CH3:19])[CH3:18])=[O:15].O.NN. Given the product [NH2:3][O:12][CH2:13][C:14]([O:16][C:17]([CH3:20])([CH3:19])[CH3:18])=[O:15], predict the reactants needed to synthesize it. (2) Given the product [C:34](=[O:35])([O:36][CH3:37])[O:20][CH2:19][C@H:17]1[O:16][N:15]=[C:14]([C:11]2[CH:12]=[CH:13][C:8]([C:7]3[CH:6]=[CH:5][C:4]([N:21]4[CH2:25][C@H:24]([CH2:26][N:27]5[CH:31]=[CH:30][N:29]=[N:28]5)[O:23][C:22]4=[O:32])=[CH:3][C:2]=3[F:1])=[CH:9][N:10]=2)[CH2:18]1, predict the reactants needed to synthesize it. The reactants are: [F:1][C:2]1[CH:3]=[C:4]([N:21]2[CH2:25][C@H:24]([CH2:26][N:27]3[CH:31]=[CH:30][N:29]=[N:28]3)[O:23][C:22]2=[O:32])[CH:5]=[CH:6][C:7]=1[C:8]1[CH:9]=[N:10][C:11]([C:14]2[CH2:18][C@@H:17]([CH2:19][OH:20])[O:16][N:15]=2)=[CH:12][CH:13]=1.Cl[C:34]([O:36][CH3:37])=[O:35].ClC([O-])=O. (3) Given the product [OH:8][CH2:7][CH:6]1[CH2:5][CH2:4][N:3]([C:12]2[CH:21]=[C:20]3[C:15]([CH:16]=[C:17]([C:23]4[CH:28]=[CH:27][CH:26]=[CH:25][C:24]=4[C:29]([F:32])([F:30])[F:31])[NH:18][C:19]3=[O:22])=[CH:14][CH:13]=2)[C:2]1=[O:1], predict the reactants needed to synthesize it. The reactants are: [O:1]=[C:2]1[CH:6]([C:7](OCC)=[O:8])[CH2:5][CH2:4][N:3]1[C:12]1[CH:21]=[C:20]2[C:15]([CH:16]=[C:17]([C:23]3[CH:28]=[CH:27][CH:26]=[CH:25][C:24]=3[C:29]([F:32])([F:31])[F:30])[NH:18][C:19]2=[O:22])=[CH:14][CH:13]=1.[BH4-].[Na+].[Cl-].[Ca+2].[Cl-]. (4) Given the product [NH2:3][C@@H:4]1[C@H:9]([O:10][S:11]([C:14]2[CH:20]=[CH:19][C:17]([CH3:18])=[CH:16][CH:15]=2)(=[O:13])=[O:12])[CH2:8][C:7]([C:21]([O:23][CH2:24][CH3:25])=[O:22])=[CH:6][C@H:5]1[Br:1], predict the reactants needed to synthesize it. The reactants are: [Br-:1].[Li+].[NH2:3][C@@H:4]1[C@H:9]([O:10][S:11]([C:14]2[CH:20]=[CH:19][C:17]([CH3:18])=[CH:16][CH:15]=2)(=[O:13])=[O:12])[CH2:8][C:7]([C:21]([O:23][CH2:24][CH3:25])=[O:22])=[CH:6][C@@H:5]1OS(C1C=CC(C)=CC=1)(=O)=O. (5) Given the product [CH2:40]([N:30]1[C:31](=[O:39])[C:32]([CH3:38])([CH3:37])[C:33](=[O:36])[N:34]([CH3:35])[C:28]2[CH:27]=[C:26]([CH2:25][N:11]([CH2:10][C:9]3[CH:44]=[CH:45][C:6]([CH:5]=[O:4])=[CH:7][CH:8]=3)[CH2:12][CH2:13][N:14]3[CH:19]=[CH:18][C:17]4[O:20][C:21]([CH3:23])=[CH:22][C:16]=4[C:15]3=[O:24])[CH:43]=[CH:42][C:29]1=2)[CH3:41], predict the reactants needed to synthesize it. The reactants are: Cl.C([O:4][CH:5](OCC)[C:6]1[CH:45]=[CH:44][C:9]([CH2:10][N:11]([CH2:25][C:26]2[CH:43]=[CH:42][C:29]3[N:30]([CH2:40][CH3:41])[C:31](=[O:39])[C:32]([CH3:38])([CH3:37])[C:33](=[O:36])[N:34]([CH3:35])[C:28]=3[CH:27]=2)[CH2:12][CH2:13][N:14]2[CH:19]=[CH:18][C:17]3[O:20][C:21]([CH3:23])=[CH:22][C:16]=3[C:15]2=[O:24])=[CH:8][CH:7]=1)C.[OH-].[Na+]. (6) Given the product [C:18]([O:12][C:11]([N:38]1[CH2:3][C@H:2]([OH:1])[CH2:10][C@H:36]1[CH2:37][C:34]#[CH:35])=[O:14])([CH3:17])([CH3:19])[CH3:23].[C:18]([O:12][C:11]([N:38]1[CH2:31][C@@H:30]([OH:32])[CH2:37][C@H:36]1[CH2:10][C:2]#[CH:3])=[O:14])([CH3:17])([CH3:19])[CH3:23], predict the reactants needed to synthesize it. The reactants are: [O:1]=[C:2]([CH3:10])[CH2:3]P(=O)(OC)OC.[C:11](=[O:14])([O-])[O-:12].[K+].[K+].[CH3:17][C:18]1[CH:23]=CC(S(N=[N+]=[N-])(=O)=O)=C[CH:19]=1.[C:30](O[CH2:34][CH3:35])(=[O:32])[CH3:31].[C:36](#[N:38])[CH3:37]. (7) Given the product [Cl:1][C:2]1[C:7]([F:8])=[CH:6][N:5]=[C:4]2[N:9]([S:20]([C:14]3[CH:19]=[CH:18][CH:17]=[CH:16][CH:15]=3)(=[O:22])=[O:21])[CH:10]=[CH:11][C:3]=12, predict the reactants needed to synthesize it. The reactants are: [Cl:1][C:2]1[C:7]([F:8])=[CH:6][N:5]=[C:4]2[NH:9][CH:10]=[CH:11][C:3]=12.[H-].[Na+].[C:14]1([S:20](Cl)(=[O:22])=[O:21])[CH:19]=[CH:18][CH:17]=[CH:16][CH:15]=1. (8) Given the product [Cl:1][C:2]1[CH:3]=[C:4]([N:23]([C@H:26]2[CH2:31][CH2:30][C@H:29]([N:32]([CH3:34])[CH3:33])[CH2:28][CH2:27]2)[CH2:24][CH3:25])[C:5]([CH3:22])=[C:6]([CH:21]=1)[C:7]([NH:9][CH2:10][C:11]1[C:15](=[O:16])[N:14]([CH3:18])[NH:13][C:12]=1[CH2:19][CH3:20])=[O:8], predict the reactants needed to synthesize it. The reactants are: [Cl:1][C:2]1[CH:3]=[C:4]([N:23]([C@H:26]2[CH2:31][CH2:30][C@H:29]([N:32]([CH3:34])[CH3:33])[CH2:28][CH2:27]2)[CH2:24][CH3:25])[C:5]([CH3:22])=[C:6]([CH:21]=1)[C:7]([NH:9][CH2:10][C:11]1[C:12]([CH2:19][CH3:20])=[N:13][N:14]([CH3:18])[C:15]=1[O:16]C)=[O:8]. (9) Given the product [Cl:77][CH2:76][CH2:75][CH2:74][CH2:73][CH2:72][CH2:71][O:70][CH2:69][CH2:68][O:67][CH2:66][CH2:65][NH:64][C:62]([C:61]1[CH:78]=[CH:79][C:58]([CH2:57][NH:56][C:21](=[O:23])[CH2:20][CH2:19][O:18][CH2:17][CH2:16][O:15][CH2:14][CH2:13][O:12][CH2:11][CH2:10][O:9][CH2:8][CH2:7][NH:6][C:5](=[O:24])[O:4][C:2]([CH3:1])([CH3:3])[CH3:25])=[CH:59][CH:60]=1)=[O:63], predict the reactants needed to synthesize it. The reactants are: [CH3:1][C:2]([CH3:25])([O:4][C:5](=[O:24])[NH:6][CH2:7][CH2:8][O:9][CH2:10][CH2:11][O:12][CH2:13][CH2:14][O:15][CH2:16][CH2:17][O:18][CH2:19][CH2:20][C:21]([OH:23])=O)[CH3:3].[B-](F)(F)(F)F.CN(C(ON1C(=O)CCC1=O)=[N+](C)C)C.C(N(CC)C(C)C)(C)C.Cl.[NH2:56][CH2:57][C:58]1[CH:79]=[CH:78][C:61]([C:62]([NH:64][CH2:65][CH2:66][O:67][CH2:68][CH2:69][O:70][CH2:71][CH2:72][CH2:73][CH2:74][CH2:75][CH2:76][Cl:77])=[O:63])=[CH:60][CH:59]=1.